From a dataset of Catalyst prediction with 721,799 reactions and 888 catalyst types from USPTO. Predict which catalyst facilitates the given reaction. Product: [O:12]1[CH2:2][CH:1]1[C:3]1[CH:10]=[CH:9][CH:8]=[CH:7][C:4]=1[C:5]#[N:6]. Reactant: [CH:1]([C:3]1[CH:10]=[CH:9][CH:8]=[CH:7][C:4]=1[C:5]#[N:6])=[CH2:2].C(=O)(O)[O-:12].[Na+].ClCCl.C1C=C(Cl)C=C(C(OO)=O)C=1. The catalyst class is: 6.